From a dataset of Reaction yield outcomes from USPTO patents with 853,638 reactions. Predict the reaction yield, written as a fraction of the theoretical maximum amount of product (1.0 means a 100% yield; for example, 0.34 means a 34% yield). (1) The reactants are [Cl-].[Al+3].[Cl-].[Cl-].[H-].[Al+3].[Li+].[H-].[H-].[H-].[CH3:11][C:12]1([CH3:45])[C@H:16]([C:17]2[CH:22]=[CH:21][C:20]([CH3:23])=[CH:19][CH:18]=2)[C:15]2[C:24]([CH3:44])=[C:25]([N:30]3[C:35](=O)[CH2:34][CH:33]([C:37]4[CH:42]=[CH:41][CH:40]=[CH:39][CH:38]=4)[CH2:32][C:31]3=O)[C:26]([CH3:29])=[C:27]([CH3:28])[C:14]=2[O:13]1.O. The catalyst is C1COCC1. The product is [CH3:11][C:12]1([CH3:45])[C@H:16]([C:17]2[CH:18]=[CH:19][C:20]([CH3:23])=[CH:21][CH:22]=2)[C:15]2[C:24]([CH3:44])=[C:25]([N:30]3[CH2:35][CH2:34][CH:33]([C:37]4[CH:42]=[CH:41][CH:40]=[CH:39][CH:38]=4)[CH2:32][CH2:31]3)[C:26]([CH3:29])=[C:27]([CH3:28])[C:14]=2[O:13]1. The yield is 0.580. (2) The reactants are Br[C:2]1[CH:9]=[CH:8][CH:7]=[CH:6][C:3]=1[CH2:4][OH:5].[CH2:10]([NH2:16])[CH2:11][CH2:12][CH2:13][CH2:14][CH3:15]. No catalyst specified. The product is [CH2:10]([NH:16][C:2]1[CH:9]=[CH:8][CH:7]=[CH:6][C:3]=1[CH2:4][OH:5])[CH2:11][CH2:12][CH2:13][CH2:14][CH3:15]. The yield is 0.810. (3) The reactants are Br[CH2:2][C:3]1[S:4][CH:5]=[CH:6][C:7]=1[C:8]#[N:9].[C-:10]#[N:11].[Na+].O. The catalyst is C1(C)C=CC=CC=1.C(OCC)(=O)C. The product is [C:10]([CH2:2][C:3]1[S:4][CH:5]=[CH:6][C:7]=1[C:8]#[N:9])#[N:11]. The yield is 0.430. (4) The reactants are [O:1]=[C:2]1[C:6]2([CH2:11][CH2:10][NH:9][CH2:8][CH2:7]2)[N:5]([C:12]2[CH:17]=[CH:16][CH:15]=[CH:14][CH:13]=2)[CH2:4][N:3]1[CH2:18][C:19]1[CH:31]=[CH:30][C:22](C(OC(C)(C)C)=O)=[CH:21][CH:20]=1.I[CH2:33][CH2:34][CH2:35][C:36]([C:38]1[S:39][CH:40]=[CH:41][CH:42]=1)=[O:37].[C:43](=[O:46])([O-])[O-:44].[K+].[K+]. The catalyst is CN(C)C=O.C(OCC)(=O)C. The product is [O:1]=[C:2]1[C:6]2([CH2:7][CH2:8][N:9]([CH2:33][CH2:34][CH2:35][C:36](=[O:37])[C:38]3[S:39][CH:40]=[CH:41][CH:42]=3)[CH2:10][CH2:11]2)[N:5]([C:12]2[CH:17]=[CH:16][CH:15]=[CH:14][CH:13]=2)[CH2:4][N:3]1[CH2:18][C:19]1[CH:20]=[C:21]([CH:22]=[CH:30][CH:31]=1)[C:43]([O:44][C:6]([CH3:11])([CH3:7])[CH3:2])=[O:46]. The yield is 0.840. (5) The reactants are CC(O/N=C(/C(NCC=O)=O)\C1N=C(N)SC=1)(C(O)=O)C.[CH2:22]([O:29][C:30]1[CH:35]=[CH:34][C:33]([C:36]2[N:40]([CH:41]3[CH2:46][CH2:45][CH2:44][CH2:43][CH2:42]3)[N:39]=[C:38]([CH2:47][OH:48])[C:37]=2[Br:49])=[CH:32][CH:31]=1)[C:23]1[CH:28]=[CH:27][CH:26]=[CH:25][CH:24]=1. No catalyst specified. The product is [CH2:22]([O:29][C:30]1[CH:31]=[CH:32][C:33]([C:36]2[N:40]([CH:41]3[CH2:46][CH2:45][CH2:44][CH2:43][CH2:42]3)[N:39]=[C:38]([CH:47]=[O:48])[C:37]=2[Br:49])=[CH:34][CH:35]=1)[C:23]1[CH:24]=[CH:25][CH:26]=[CH:27][CH:28]=1. The yield is 0.820. (6) The reactants are [CH3:1][N:2]1[CH2:7][CH:6]=[C:5]([C:8]2[CH:9]=[N:10][C:11]([N:14]3[CH2:19][CH2:18][O:17][C@H:16]([CH2:20][N:21]4[C:25]5=[N:26][C:27]([C:30]6[CH:31]=[N:32][N:33]([CH3:35])[CH:34]=6)=[CH:28][N:29]=[C:24]5[N:23]=[N:22]4)[CH2:15]3)=[N:12][CH:13]=2)[CH2:4][CH2:3]1. The product is [CH3:35][N:33]1[CH:34]=[C:30]([C:27]2[N:26]=[C:25]3[N:21]([CH2:20][C@H:16]4[O:17][CH2:18][CH2:19][N:14]([C:11]5[N:12]=[CH:13][C:8]([CH:5]6[CH2:6][CH2:7][N:2]([CH3:1])[CH2:3][CH2:4]6)=[CH:9][N:10]=5)[CH2:15]4)[N:22]=[N:23][C:24]3=[N:29][CH:28]=2)[CH:31]=[N:32]1. The catalyst is CO.C(Cl)Cl.[Pt]=O. The yield is 0.180. (7) The reactants are Cl.[Br:2][C:3]1[CH:9]=[CH:8][C:6]([NH2:7])=[CH:5][C:4]=1[O:10][CH2:11][CH3:12].B(Cl)(Cl)Cl.[C:17](#N)[CH3:18].Cl.[OH-:21].[Na+]. The catalyst is C(Cl)Cl.Cl[Ti](Cl)(Cl)Cl.CO.C1(C)C=CC=CC=1. The product is [NH2:7][C:6]1[CH:5]=[C:4]([O:10][CH2:11][CH3:12])[C:3]([Br:2])=[CH:9][C:8]=1[C:17](=[O:21])[CH3:18]. The yield is 0.420.